Dataset: Full USPTO retrosynthesis dataset with 1.9M reactions from patents (1976-2016). Task: Predict the reactants needed to synthesize the given product. (1) The reactants are: Br[C:2]1[CH:3]=[CH:4][C:5]2[CH:9]=[C:8]([C:10]3[C:15]([Cl:16])=[CH:14][N:13]=[C:12]([NH:17][CH2:18][CH2:19][CH2:20][N:21]4[CH2:26][CH2:25][N:24]([CH3:27])[CH2:23][CH2:22]4)[N:11]=3)[S:7][C:6]=2[CH:28]=1.[NH:29]1[CH2:33][CH2:32][CH2:31][C:30]1=[O:34].CC1(C)C2C(=C(P(C3C=CC=CC=3)C3C=CC=CC=3)C=CC=2)OC2C(P(C3C=CC=CC=3)C3C=CC=CC=3)=CC=CC1=2.C(=O)([O-])[O-].[Cs+].[Cs+]. Given the product [Cl:16][C:15]1[C:10]([C:8]2[S:7][C:6]3[CH:28]=[C:2]([N:29]4[CH2:33][CH2:32][CH2:31][C:30]4=[O:34])[CH:3]=[CH:4][C:5]=3[CH:9]=2)=[N:11][C:12]([NH:17][CH2:18][CH2:19][CH2:20][N:21]2[CH2:26][CH2:25][N:24]([CH3:27])[CH2:23][CH2:22]2)=[N:13][CH:14]=1, predict the reactants needed to synthesize it. (2) Given the product [CH2:1]([N:8]1[C:16](=[O:17])[C:15]2[N:14]=[C:13]([CH:27]=[CH:26][O:28][CH2:29][CH3:30])[N:12]([CH2:19][C:20]3[CH:25]=[CH:24][CH:23]=[CH:22][CH:21]=3)[C:11]=2[N:10]=[CH:9]1)[C:2]1[CH:7]=[CH:6][CH:5]=[CH:4][CH:3]=1, predict the reactants needed to synthesize it. The reactants are: [CH2:1]([N:8]1[C:16](=[O:17])[C:15]2[N:14]=[C:13](Br)[N:12]([CH2:19][C:20]3[CH:25]=[CH:24][CH:23]=[CH:22][CH:21]=3)[C:11]=2[N:10]=[CH:9]1)[C:2]1[CH:7]=[CH:6][CH:5]=[CH:4][CH:3]=1.[CH2:26]([O:28][CH:29]=[CH:30][Sn](CCCC)(CCCC)CCCC)[CH3:27]. (3) The reactants are: [CH3:1][NH:2][CH2:3][C@@H:4]([C:17]1[CH:26]=[CH:25][C:24]2[C:19](=[CH:20][CH:21]=[CH:22][CH:23]=2)[CH:18]=1)[C@H:5]([C:11]1[CH:16]=[CH:15][CH:14]=[CH:13][CH:12]=1)[O:6][CH2:7][C:8]([OH:10])=O.C([O-])(=O)C.[Na+].C1(C)C=CC=CC=1.C(=O)(O)[O-].[Na+]. Given the product [CH3:1][N:2]1[CH2:3][C@@H:4]([C:17]2[CH:26]=[CH:25][C:24]3[C:19](=[CH:20][CH:21]=[CH:22][CH:23]=3)[CH:18]=2)[C@H:5]([C:11]2[CH:16]=[CH:15][CH:14]=[CH:13][CH:12]=2)[O:6][CH2:7][C:8]1=[O:10], predict the reactants needed to synthesize it. (4) Given the product [F:57][C:58]1[CH:63]=[CH:62][C:61]2[NH:64][C:12]([CH:11]([NH:10][C:8](=[O:9])[O:7][C:3]([CH3:6])([CH3:5])[CH3:4])[CH2:15][C:16]3[CH:21]=[CH:20][C:19]([C:22]([F:25])([F:24])[F:23])=[CH:18][C:17]=3[F:26])=[N:65][C:60]=2[CH:59]=1, predict the reactants needed to synthesize it. The reactants are: N#N.[C:3]([O:7][C:8]([NH:10][CH:11]([CH2:15][C:16]1[CH:21]=[CH:20][C:19]([C:22]([F:25])([F:24])[F:23])=[CH:18][C:17]=1[F:26])[C:12](O)=O)=[O:9])([CH3:6])([CH3:5])[CH3:4].C(N1CCOCC1)C.CN(C(ON1N=NC2C=CC=CC1=2)=[N+](C)C)C.[B-](F)(F)(F)F.[F:57][C:58]1[CH:59]=[C:60]([NH2:65])[C:61]([NH2:64])=[CH:62][CH:63]=1. (5) Given the product [CH2:19]([O:21][CH:22]([O:1][C:2]12[CH2:16][CH:15]([CH3:17])[CH2:14][C:13](=[O:18])[CH:12]1[CH2:11][CH2:10][CH2:9][CH2:8][CH2:7][CH2:6][CH2:5][CH2:4][CH2:3]2)[CH3:23])[CH2:20][CH2:25][CH3:26], predict the reactants needed to synthesize it. The reactants are: [OH:1][C:2]12[CH2:16][CH:15]([CH3:17])[CH2:14][C:13](=[O:18])[CH:12]1[CH2:11][CH2:10][CH2:9][CH2:8][CH2:7][CH2:6][CH2:5][CH2:4][CH2:3]2.[CH:19]([O:21][CH:22]=[CH2:23])=[CH2:20].F[C:25](F)(F)[C:26](O)=O. (6) The reactants are: [CH3:1][C:2]1([CH3:9])[O:6][C@@H:5]([CH2:7][OH:8])[CH2:4][O:3]1.C(N(CC)CC)C.[CH3:17][S:18](Cl)(=[O:20])=[O:19]. Given the product [CH3:1][C:2]1([CH3:9])[O:6][C@@H:5]([CH2:7][O:8][S:18]([CH3:17])(=[O:20])=[O:19])[CH2:4][O:3]1, predict the reactants needed to synthesize it.